From a dataset of Reaction yield outcomes from USPTO patents with 853,638 reactions. Predict the reaction yield, written as a fraction of the theoretical maximum amount of product (1.0 means a 100% yield; for example, 0.34 means a 34% yield). (1) The reactants are [CH:1]1([CH:7]([NH:21][C:22]2[CH:27]=[CH:26][C:25]([C:28]([NH:30][CH2:31][CH2:32][C:33]([O:35]CC)=[O:34])=[O:29])=[CH:24][CH:23]=2)[C:8]2[CH:12]=[C:11]([CH:13]3[CH2:18][CH2:17][S:16][CH2:15][CH2:14]3)[S:10][C:9]=2[CH2:19][CH3:20])[CH2:6][CH2:5][CH2:4][CH2:3][CH2:2]1.O1CCCC1.[OH-].[Na+]. The catalyst is C(O)C. The product is [CH:1]1([CH:7]([NH:21][C:22]2[CH:23]=[CH:24][C:25]([C:28]([NH:30][CH2:31][CH2:32][C:33]([OH:35])=[O:34])=[O:29])=[CH:26][CH:27]=2)[C:8]2[CH:12]=[C:11]([CH:13]3[CH2:14][CH2:15][S:16][CH2:17][CH2:18]3)[S:10][C:9]=2[CH2:19][CH3:20])[CH2:6][CH2:5][CH2:4][CH2:3][CH2:2]1. The yield is 0.930. (2) The reactants are BrC1C=C(S(NC2C(O)=CC(Cl)=CN=2)(=O)=O)C=NC=1.[Br:20][C:21]1[CH:22]=[C:23]([O:42]C)[C:24]([NH:27][S:28]([C:31]2[CH:36]=[CH:35][CH:34]=[C:33]([O:37][C:38]([F:41])([F:40])[F:39])[CH:32]=2)(=[O:30])=[O:29])=[N:25][CH:26]=1.BrC1C=C(S(NC2C(OC)=CC(Cl)=CN=2)(=O)=O)C=NC=1. No catalyst specified. The product is [Br:20][C:21]1[CH:22]=[C:23]([OH:42])[C:24]([NH:27][S:28]([C:31]2[CH:36]=[CH:35][CH:34]=[C:33]([O:37][C:38]([F:41])([F:40])[F:39])[CH:32]=2)(=[O:29])=[O:30])=[N:25][CH:26]=1. The yield is 0.250. (3) The reactants are [NH2:1][C:2]1[CH:3]=[CH:4][C:5]2[C:14]3[C:9](=[CH:10][C:11]([OH:15])=[CH:12][CH:13]=3)[O:8][C:7](=[O:16])[C:6]=2[CH:17]=1.II. The catalyst is CC(C)=O.CN1CCCC1=O. The product is [OH:15][C:11]1[CH:10]=[C:9]2[C:14](=[CH:13][CH:12]=1)[C:5]1[C:6](=[C:17]3[C:2](=[CH:3][CH:4]=1)[NH:1][C:5]([CH3:14])([CH3:6])[CH:4]=[C:3]3[CH3:2])[C:7](=[O:16])[O:8]2. The yield is 0.480. (4) The reactants are [O:1]=[C:2]1[C:7]([CH2:8][C:9]2[CH:14]=[CH:13][C:12]([C:15]3[C:16]([C:21]#[N:22])=[CH:17][CH:18]=[CH:19][CH:20]=3)=[CH:11][CH:10]=2)=[C:6]([CH2:23][CH2:24][CH3:25])[N:5]2[N:26]=[CH:27][N:28]=[C:4]2[NH:3]1.Br[CH2:30][C:31](=[O:36])[C:32]([CH3:35])([CH3:34])[CH3:33].C(=O)([O-])[O-].[K+].[K+].CN(C)C=O. The catalyst is C(OCC)(=O)C. The product is [CH3:33][C:32]([CH3:35])([CH3:34])[C:31](=[O:36])[CH2:30][N:3]1[C:2](=[O:1])[C:7]([CH2:8][C:9]2[CH:10]=[CH:11][C:12]([C:15]3[C:16]([C:21]#[N:22])=[CH:17][CH:18]=[CH:19][CH:20]=3)=[CH:13][CH:14]=2)=[C:6]([CH2:23][CH2:24][CH3:25])[N:5]2[N:26]=[CH:27][N:28]=[C:4]12. The yield is 0.320. (5) The reactants are C(Cl)(=O)C(Cl)=O.[F:7][C:8]1[CH:9]=[C:10]([CH:14]=[C:15]([I:18])[C:16]=1[CH3:17])[C:11]([OH:13])=[O:12].CN(C)C=O.[CH3:24][C:25]([CH3:28])([O-])[CH3:26].[K+]. The catalyst is O1CCCC1. The product is [F:7][C:8]1[CH:9]=[C:10]([CH:14]=[C:15]([I:18])[C:16]=1[CH3:17])[C:11]([O:13][C:25]([CH3:28])([CH3:26])[CH3:24])=[O:12]. The yield is 0.690.